Dataset: Full USPTO retrosynthesis dataset with 1.9M reactions from patents (1976-2016). Task: Predict the reactants needed to synthesize the given product. (1) The reactants are: C([O:8][C:9]1[CH:51]=[CH:50][C:12]([CH2:13][C@H:14]2[C@@H:18]([CH2:19][N:20]([CH2:33][CH:34]([CH3:36])[CH3:35])[S:21]([C:24]3[CH:29]=[CH:28][C:27]([N+:30]([O-])=O)=[CH:26][CH:25]=3)(=[O:23])=[O:22])[O:17][C:16]([CH3:38])([CH3:37])[N:15]2[C:39]([O:41][C@H:42]2[C@H:49]3[C@H:45]([O:46][CH2:47][CH2:48]3)[O:44][CH2:43]2)=[O:40])=[CH:11][CH:10]=1)C1C=CC=CC=1.N.[H][H]. Given the product [NH2:30][C:27]1[CH:28]=[CH:29][C:24]([S:21]([N:20]([CH2:19][C@H:18]2[O:17][C:16]([CH3:37])([CH3:38])[N:15]([C:39]([O:41][C@H:42]3[C@H:49]4[C@H:45]([O:46][CH2:47][CH2:48]4)[O:44][CH2:43]3)=[O:40])[C@H:14]2[CH2:13][C:12]2[CH:11]=[CH:10][C:9]([OH:8])=[CH:51][CH:50]=2)[CH2:33][CH:34]([CH3:36])[CH3:35])(=[O:22])=[O:23])=[CH:25][CH:26]=1, predict the reactants needed to synthesize it. (2) Given the product [F:1][C:2]1[C:7]([O:8][CH2:14][C:15]2[CH:20]=[CH:19][N:18]=[C:17]([CH3:21])[CH:16]=2)=[CH:6][CH:5]=[C:4]([F:9])[C:3]=1[C:10]([NH2:12])=[O:11], predict the reactants needed to synthesize it. The reactants are: [F:1][C:2]1[C:7]([OH:8])=[CH:6][CH:5]=[C:4]([F:9])[C:3]=1[C:10]([NH2:12])=[O:11].O[CH2:14][C:15]1[CH:20]=[CH:19][N:18]=[C:17]([CH3:21])[CH:16]=1. (3) Given the product [NH2:1][C:2]1[CH:24]=[CH:23][C:22]([C:25]([F:26])([F:27])[F:28])=[CH:21][C:3]=1[CH2:4][N:5]([CH2:6][C:7]1[CH:12]=[C:11]([C:13]([F:14])([F:15])[F:16])[CH:10]=[C:9]([C:17]([F:18])([F:19])[F:20])[CH:8]=1)[C:29](=[O:31])[CH3:30], predict the reactants needed to synthesize it. The reactants are: [NH2:1][C:2]1[CH:24]=[CH:23][C:22]([C:25]([F:28])([F:27])[F:26])=[CH:21][C:3]=1[CH2:4][NH:5][CH2:6][C:7]1[CH:12]=[C:11]([C:13]([F:16])([F:15])[F:14])[CH:10]=[C:9]([C:17]([F:20])([F:19])[F:18])[CH:8]=1.[C:29](OC(=O)C)(=[O:31])[CH3:30].C(N(CC)CC)C. (4) Given the product [F:1][C:2]1[CH:7]=[CH:6][C:5]([C:8]2[CH:13]=[CH:12][C:11]([CH:14]([C:16]3[CH:21]=[CH:20][CH:19]=[CH:18][CH:17]=3)[C:22]([OH:24])=[O:23])=[CH:10][CH:9]=2)=[CH:4][CH:3]=1, predict the reactants needed to synthesize it. The reactants are: [F:1][C:2]1[CH:7]=[CH:6][C:5]([C:8]2[CH:13]=[CH:12][C:11]([CH:14]([C:16]3[CH:21]=[CH:20][CH:19]=[CH:18][CH:17]=3)O)=[CH:10][CH:9]=2)=[CH:4][CH:3]=1.[CH:22]([OH:24])=[O:23]. (5) Given the product [CH2:13]([C:12]1[S:15][CH:2]=[C:3]([C:5]2[CH:10]=[CH:9][C:8]([F:11])=[CH:7][CH:6]=2)[N:16]=1)[CH3:14], predict the reactants needed to synthesize it. The reactants are: Br[CH2:2][C:3]([C:5]1[CH:10]=[CH:9][C:8]([F:11])=[CH:7][CH:6]=1)=O.[C:12]([NH2:16])(=[S:15])[CH2:13][CH3:14].O. (6) Given the product [Br:18][CH:9]([C:5]1[CH:4]=[CH:3][CH:8]=[CH:7][CH:6]=1)[CH:10]([O:30][CH3:29])[CH2:11][CH2:12][CH2:13][CH2:14][CH2:15][CH2:16][CH3:17], predict the reactants needed to synthesize it. The reactants are: CO[C:3]1[CH:8]=[CH:7][CH:6]=[C:5]([CH2:9][CH2:10][CH2:11][CH2:12][CH2:13][CH2:14][CH2:15][CH2:16][CH3:17])[CH:4]=1.[Br:18]N1C(=O)CCC1=O.CN([CH:29]=[O:30])C. (7) Given the product [C:1]([O:5][C:6](=[O:19])[C:7]([S:8]([C:11]1[CH:12]=[CH:13][C:14]([O:17][CH3:18])=[CH:15][CH:16]=1)(=[O:9])=[O:10])([CH2:16][C:11]#[C:12][CH3:13])[CH2:21][C:22]#[C:23][CH3:24])([CH3:4])([CH3:3])[CH3:2], predict the reactants needed to synthesize it. The reactants are: [C:1]([O:5][C:6](=[O:19])[CH2:7][S:8]([C:11]1[CH:16]=[CH:15][C:14]([O:17][CH3:18])=[CH:13][CH:12]=1)(=[O:10])=[O:9])([CH3:4])([CH3:3])[CH3:2].Br[CH2:21][C:22]#[C:23][CH3:24].